From a dataset of Reaction yield outcomes from USPTO patents with 853,638 reactions. Predict the reaction yield, written as a fraction of the theoretical maximum amount of product (1.0 means a 100% yield; for example, 0.34 means a 34% yield). (1) The reactants are [CH2:1]([C:3]1[CH:9]=[CH:8][CH:7]=[CH:6][C:4]=1[NH2:5])[CH3:2].[CH:10](=O)/[CH:11]=[CH:12]/[CH3:13].C(OCC)(=O)C. The catalyst is Cl. The product is [CH2:1]([C:3]1[CH:9]=[CH:8][CH:7]=[C:6]2[C:4]=1[N:5]=[C:12]([CH3:13])[CH:11]=[CH:10]2)[CH3:2]. The yield is 0.591. (2) The reactants are I[C:2]1[CH:7]=[CH:6][C:5]([NH:8][C:9]([C:11]2[O:12][C:13]([NH:16][C:17]3[CH:22]=[CH:21][CH:20]=[CH:19][C:18]=3[F:23])=[N:14][N:15]=2)=[O:10])=[CH:4][CH:3]=1.[C:24]1(B(O)O)[CH:29]=[CH:28][CH:27]=[CH:26][CH:25]=1.P([O-])([O-])([O-])=O.[K+].[K+].[K+]. The catalyst is COCCOC.O. The product is [C:2]1([C:24]2[CH:29]=[CH:28][CH:27]=[CH:26][CH:25]=2)[CH:7]=[CH:6][C:5]([NH:8][C:9]([C:11]2[O:12][C:13]([NH:16][C:17]3[CH:22]=[CH:21][CH:20]=[CH:19][C:18]=3[F:23])=[N:14][N:15]=2)=[O:10])=[CH:4][CH:3]=1. The yield is 0.190. (3) The reactants are [C:1]([C:3]1[C:11]2[C:6](=[CH:7][C:8]([C:12](O)=[O:13])=[CH:9][CH:10]=2)[N:5]([CH2:15][CH3:16])[CH:4]=1)#[N:2].C(Cl)(=O)C([Cl:20])=O. The catalyst is C(Cl)Cl.CN(C=O)C. The product is [C:1]([C:3]1[C:11]2[C:6](=[CH:7][C:8]([C:12]([Cl:20])=[O:13])=[CH:9][CH:10]=2)[N:5]([CH2:15][CH3:16])[CH:4]=1)#[N:2]. The yield is 1.00. (4) The reactants are [CH3:1][NH:2][CH3:3].Cl[C:5]1[C:14]2[C:9](=[CH:10][C:11]([O:15][C:16]3[CH:21]=[CH:20][CH:19]=[CH:18][CH:17]=3)=[CH:12][CH:13]=2)[N:8]=[C:7]([N:22]2[CH:26]=[C:25]([C:27]([O:29][CH2:30][CH3:31])=[O:28])[CH:24]=[N:23]2)[N:6]=1. The catalyst is C1COCC1. The product is [CH3:1][N:2]([CH3:3])[C:5]1[C:14]2[C:9](=[CH:10][C:11]([O:15][C:16]3[CH:21]=[CH:20][CH:19]=[CH:18][CH:17]=3)=[CH:12][CH:13]=2)[N:8]=[C:7]([N:22]2[CH:26]=[C:25]([C:27]([O:29][CH2:30][CH3:31])=[O:28])[CH:24]=[N:23]2)[N:6]=1. The yield is 0.630. (5) The reactants are [CH3:1][CH:2]1[C:10]2[C:9](O)=[N:8][CH:7]=[N:6][C:5]=2[CH2:4][O:3]1.O=P(Cl)(Cl)[Cl:14]. The catalyst is C(#N)C. The product is [Cl:14][C:9]1[C:10]2[CH:2]([CH3:1])[O:3][CH2:4][C:5]=2[N:6]=[CH:7][N:8]=1. The yield is 0.960. (6) The reactants are [C:1]1([CH:7]2[CH2:12][CH2:11][CH2:10][C:9](=[N:13]O)[CH2:8]2)[CH:6]=[CH:5][CH:4]=[CH:3][CH:2]=1.[H-].[Al+3].[Li+].[H-].[H-].[H-].O.[OH-].[Na+]. The catalyst is C1COCC1.CCOC(C)=O. The product is [C:1]1([CH:7]2[CH2:12][CH2:11][CH2:10][CH:9]([NH2:13])[CH2:8]2)[CH:6]=[CH:5][CH:4]=[CH:3][CH:2]=1. The yield is 0.740.